From a dataset of Full USPTO retrosynthesis dataset with 1.9M reactions from patents (1976-2016). Predict the reactants needed to synthesize the given product. (1) Given the product [Br:18][C:14]1[CH:13]=[C:12]([C:10](=[O:11])[CH2:9][C:4]2[CH:5]=[CH:6][CH:7]=[CH:2][CH:3]=2)[CH:17]=[CH:16][CH:15]=1, predict the reactants needed to synthesize it. The reactants are: F[C:2]1[CH:3]=[C:4]([CH2:9][C:10]([C:12]2[CH:17]=[CH:16][CH:15]=[CH:14][CH:13]=2)=[O:11])[CH:5]=[CH:6][C:7]=1F.[Br:18]C1C=CC=C(Br)C=1. (2) The reactants are: Br[C:2]1[C:3]([F:20])=[CH:4][C:5]2[CH:11]3[CH2:12][CH:9]([CH2:10]3)[N:8]3[CH:13]=[C:14]([C:16]([NH2:18])=[O:17])[N:15]=[C:7]3[C:6]=2[CH:19]=1.[N:21]1[CH:26]=[CH:25][CH:24]=[CH:23][C:22]=1[C@:27]([OH:31])([C:29]#[CH:30])[CH3:28]. Given the product [F:20][C:3]1[C:2]([C:30]#[C:29][C@@:27]([OH:31])([C:22]2[CH:23]=[CH:24][CH:25]=[CH:26][N:21]=2)[CH3:28])=[CH:19][C:6]2[C:7]3[N:8]([CH:13]=[C:14]([C:16]([NH2:18])=[O:17])[N:15]=3)[CH:9]3[CH2:12][CH:11]([C:5]=2[CH:4]=1)[CH2:10]3, predict the reactants needed to synthesize it. (3) Given the product [Br:22][C:6]1[N:7]=[C:2]([Cl:1])[C:3]([NH:8][NH:9][C:10](=[O:15])[C:11]([F:12])([F:13])[F:14])=[N:4][CH:5]=1, predict the reactants needed to synthesize it. The reactants are: [Cl:1][C:2]1[C:3]([NH:8][NH:9][C:10](=[O:15])[C:11]([F:14])([F:13])[F:12])=[N:4][CH:5]=[CH:6][N:7]=1.N1C=CC=CC=1.[Br:22]Br.O. (4) Given the product [Cl:16][C:11]1[CH:12]=[C:13]2[C:8](=[CH:9][CH:10]=1)[N:7]([CH3:18])[C:6]([C:4]([OH:3])=[O:5])=[C:14]2[CH3:15], predict the reactants needed to synthesize it. The reactants are: C([O:3][C:4]([C:6]1[NH:7][C:8]2[C:13]([C:14]=1[CH3:15])=[CH:12][C:11]([Cl:16])=[CH:10][CH:9]=2)=[O:5])C.I[CH3:18]. (5) Given the product [F:8][C:6]1[CH:5]=[CH:4][C:3]([C:9]2[N:14]=[CH:13][N:12]=[C:11]([NH:15][C:16]3[CH:31]=[CH:30][CH:29]=[C:18]([CH2:19][S:20]([CH3:22])(=[NH:23])=[O:21])[CH:17]=3)[N:10]=2)=[C:2]([O:42][CH2:41][C:34]2[CH:35]=[C:36]([F:40])[CH:37]=[C:38]([F:39])[C:33]=2[F:32])[CH:7]=1, predict the reactants needed to synthesize it. The reactants are: F[C:2]1[CH:7]=[C:6]([F:8])[CH:5]=[CH:4][C:3]=1[C:9]1[N:14]=[CH:13][N:12]=[C:11]([NH:15][C:16]2[CH:17]=[C:18]([CH:29]=[CH:30][CH:31]=2)[CH2:19][S:20](=[N:23]C(=O)OCC)([CH3:22])=[O:21])[N:10]=1.[F:32][C:33]1[C:38]([F:39])=[CH:37][C:36]([F:40])=[CH:35][C:34]=1[CH2:41][OH:42]. (6) Given the product [C:8]([NH:16][C:17]1[CH:29]=[C:28]([CH2:30][CH2:31][CH2:32][CH2:33][C:34]2[CH:35]=[CH:36][CH:37]=[CH:38][CH:39]=2)[CH:27]=[CH:26][C:18]=1[C:19]([OH:21])=[O:20])(=[O:15])[C:9]1[CH:10]=[CH:11][CH:12]=[CH:13][CH:14]=1, predict the reactants needed to synthesize it. The reactants are: FC(F)(F)C(O)=O.[C:8]([NH:16][C:17]1[CH:29]=[C:28]([CH2:30][CH2:31][CH2:32][CH2:33][C:34]2[CH:39]=[CH:38][CH:37]=[CH:36][CH:35]=2)[CH:27]=[CH:26][C:18]=1[C:19]([O:21]C(C)(C)C)=[O:20])(=[O:15])[C:9]1[CH:14]=[CH:13][CH:12]=[CH:11][CH:10]=1. (7) Given the product [OH:24][CH2:23][C:14]1[CH:15]=[C:16]([C:19]([F:22])([F:21])[F:20])[CH:17]=[CH:18][C:13]=1[C:7]1[C:8]([O:11][CH3:12])=[CH:9][CH:10]=[C:5]([CH2:4][C:3]([OH:28])=[O:2])[CH:6]=1, predict the reactants needed to synthesize it. The reactants are: C[O:2][C:3](=[O:28])[CH2:4][C:5]1[CH:6]=[C:7]([C:13]2[CH:18]=[CH:17][C:16]([C:19]([F:22])([F:21])[F:20])=[CH:15][C:14]=2[CH2:23][O:24]C(=O)C)[C:8]([O:11][CH3:12])=[CH:9][CH:10]=1.[OH-].[Na+]. (8) Given the product [Br:11][C:12]1[CH:13]=[C:14]2[C:18](=[CH:19][CH:20]=1)[CH2:17][C@@:16]([C:2]([F:4])([F:3])[F:1])([OH:21])[CH2:15]2, predict the reactants needed to synthesize it. The reactants are: [F:1][C:2]([Si](C)(C)C)([F:4])[F:3].[F-].[Cs+].[Br:11][C:12]1[CH:13]=[C:14]2[C:18](=[CH:19][CH:20]=1)[CH2:17][C:16](=[O:21])[CH2:15]2.[F-].C([N+](CCCC)(CCCC)CCCC)CCC. (9) Given the product [F:18][C:19]1[CH:24]=[CH:23][C:22]([O:17][CH2:16][CH:10]2[CH2:9][N:8]([CH2:1][C:2]3[CH:7]=[CH:6][CH:5]=[CH:4][CH:3]=3)[CH:14]([CH3:15])[CH2:13][CH2:12][CH2:11]2)=[CH:21][C:20]=1[CH3:26], predict the reactants needed to synthesize it. The reactants are: [CH2:1]([N:8]1[CH:14]([CH3:15])[CH2:13][CH2:12][CH2:11][CH:10]([CH2:16][OH:17])[CH2:9]1)[C:2]1[CH:7]=[CH:6][CH:5]=[CH:4][CH:3]=1.[F:18][C:19]1[CH:24]=[CH:23][C:22](O)=[CH:21][C:20]=1[CH3:26].C1C=CC(P(C2C=CC=CC=2)C2C=CC=CC=2)=CC=1.CC(OC(/N=N/C(OC(C)C)=O)=O)C.